Dataset: Forward reaction prediction with 1.9M reactions from USPTO patents (1976-2016). Task: Predict the product of the given reaction. (1) Given the reactants [CH3:1][O:2][C:3]1[CH:8]=[CH:7][C:6]([N+:9]([O-])=O)=[C:5]([CH3:12])[CH:4]=1, predict the reaction product. The product is: [CH3:1][O:2][C:3]1[CH:8]=[CH:7][C:6]([NH2:9])=[C:5]([CH3:12])[CH:4]=1. (2) Given the reactants Cl.[CH3:2][N:3]([CH2:5][CH:6]([CH:15]1[CH2:20][CH2:19][CH2:18][CH2:17][CH:16]1[OH:21])[C:7]1[CH:12]=[CH:11][C:10]([O:13][CH3:14])=[CH:9][CH:8]=1)[CH3:4].C(Cl)Cl.[OH-].[Na+], predict the reaction product. The product is: [CH3:2][N:3]([CH2:5][CH:6]([CH:15]1[CH2:20][CH2:19][CH2:18][CH2:17][CH:16]1[OH:21])[C:7]1[CH:12]=[CH:11][C:10]([O:13][CH3:14])=[CH:9][CH:8]=1)[CH3:4]. (3) Given the reactants Cl.[CH2:2]([NH:4][C:5]([NH:7][C:8]1[CH:13]=[CH:12][C:11]([C:14]2[N:15]=[C:16]([N:24]3[CH2:29][CH2:28][O:27][CH2:26][C@@H:25]3[CH3:30])[C:17]3[CH2:23][CH2:22][NH:21][CH2:20][C:18]=3[N:19]=2)=[CH:10][CH:9]=1)=[O:6])[CH3:3].[O:31]1[CH2:35][CH2:34][CH:33]([CH:36]=O)[CH2:32]1.[BH-](OC(C)=O)(OC(C)=O)OC(C)=O.[Na+].[BH4-], predict the reaction product. The product is: [CH2:2]([NH:4][C:5]([NH:7][C:8]1[CH:9]=[CH:10][C:11]([C:14]2[N:15]=[C:16]([N:24]3[CH2:29][CH2:28][O:27][CH2:26][C@@H:25]3[CH3:30])[C:17]3[CH2:23][CH2:22][N:21]([CH2:36][CH:33]4[CH2:34][CH2:35][O:31][CH2:32]4)[CH2:20][C:18]=3[N:19]=2)=[CH:12][CH:13]=1)=[O:6])[CH3:3].